Dataset: NCI-60 drug combinations with 297,098 pairs across 59 cell lines. Task: Regression. Given two drug SMILES strings and cell line genomic features, predict the synergy score measuring deviation from expected non-interaction effect. (1) Drug 1: CS(=O)(=O)C1=CC(=C(C=C1)C(=O)NC2=CC(=C(C=C2)Cl)C3=CC=CC=N3)Cl. Drug 2: CS(=O)(=O)OCCCCOS(=O)(=O)C. Cell line: NCI-H460. Synergy scores: CSS=2.98, Synergy_ZIP=-7.05, Synergy_Bliss=-9.08, Synergy_Loewe=-21.4, Synergy_HSA=-11.3. (2) Drug 1: C1CCC(CC1)NC(=O)N(CCCl)N=O. Drug 2: C(CCl)NC(=O)N(CCCl)N=O. Cell line: LOX IMVI. Synergy scores: CSS=47.9, Synergy_ZIP=-4.61, Synergy_Bliss=0.250, Synergy_Loewe=1.44, Synergy_HSA=3.48. (3) Drug 1: C1CC(=O)NC(=O)C1N2CC3=C(C2=O)C=CC=C3N. Drug 2: CNC(=O)C1=NC=CC(=C1)OC2=CC=C(C=C2)NC(=O)NC3=CC(=C(C=C3)Cl)C(F)(F)F. Cell line: IGROV1. Synergy scores: CSS=12.1, Synergy_ZIP=-9.86, Synergy_Bliss=-2.81, Synergy_Loewe=-3.08, Synergy_HSA=-3.04.